Dataset: Forward reaction prediction with 1.9M reactions from USPTO patents (1976-2016). Task: Predict the product of the given reaction. (1) Given the reactants [C:1]1([C:7]2[C:11]3[CH2:12][NH:13][CH2:14][CH2:15][C:10]=3[NH:9][N:8]=2)[CH:6]=[CH:5][CH:4]=[CH:3][CH:2]=1.[C:16]1([CH:22]([NH2:24])[CH3:23])[CH:21]=[CH:20][CH:19]=[CH:18][CH:17]=1.C1N=CN([C:30](N2C=NC=C2)=[O:31])C=1.O, predict the reaction product. The product is: [C:1]1([C:7]2[C:11]3[CH2:12][N:13]([C:30]([NH:24][CH:22]([C:16]4[CH:21]=[CH:20][CH:19]=[CH:18][CH:17]=4)[CH3:23])=[O:31])[CH2:14][CH2:15][C:10]=3[NH:9][N:8]=2)[CH:2]=[CH:3][CH:4]=[CH:5][CH:6]=1. (2) Given the reactants [CH2:1]([CH:3]([CH2:20][CH3:21])[CH2:4][CH:5]1[CH2:8][CH:7]([C:9]([O:11]CC)=[O:10])[CH:6]1N1CCCCC1)[CH3:2].C1(C)C=CC(S(OC)(=O)=O)=CC=1, predict the reaction product. The product is: [CH2:20]([CH:3]([CH2:1][CH3:2])[CH2:4][CH:5]1[CH2:8][C:7]([C:9]([OH:11])=[O:10])=[CH:6]1)[CH3:21]. (3) Given the reactants [OH:1][C:2]1[CH:9]=[C:8]([N+:10]([O-])=O)[CH:7]=[CH:6][C:3]=1[C:4]#[N:5].CO, predict the reaction product. The product is: [NH2:10][C:8]1[CH:7]=[CH:6][C:3]([C:4]#[N:5])=[C:2]([OH:1])[CH:9]=1. (4) Given the reactants [CH3:1][C:2]1[C:6](B2OC(C)(C)C(C)(C)O2)=[C:5]([CH3:16])[O:4][N:3]=1.[CH3:17][C:18]1[C:22]([C:23]2[CH:24]=[C:25](C3C(C)=CC=C4C=3C=CC=N4)[C:26]3[N:30]=[C:29]([NH:31][S:32]([CH:35]([CH3:37])[CH3:36])(=[O:34])=[O:33])[NH:28][C:27]=3[CH:38]=2)=[C:21]([CH3:50])[O:20][N:19]=1, predict the reaction product. The product is: [CH3:17][C:18]1[C:22]([C:23]2[C:38]3[N:30]=[C:29]([NH:31][S:32]([CH:35]([CH3:37])[CH3:36])(=[O:34])=[O:33])[NH:28][C:27]=3[CH:26]=[C:25]([C:6]3[C:2]([CH3:1])=[N:3][O:4][C:5]=3[CH3:16])[CH:24]=2)=[C:21]([CH3:50])[O:20][N:19]=1.